Task: Predict the reactants needed to synthesize the given product.. Dataset: Full USPTO retrosynthesis dataset with 1.9M reactions from patents (1976-2016) Given the product [F:1][C:2]([F:36])([F:35])[C:3]1[CH:4]=[C:5]([C:13]([CH3:34])([CH3:33])[C:14]([N:16]([C:18]2[CH:19]=[N:20][C:21]([N:42]3[C@@H:41]([CH2:43][OH:44])[CH2:40][N:39]4[CH2:46][CH2:47][CH2:48][C@@H:38]4[CH2:37]3)=[CH:22][C:23]=2[C:24]2[CH:29]=[CH:28][C:27]([F:30])=[CH:26][C:25]=2[CH3:31])[CH3:17])=[O:15])[CH:6]=[C:7]([C:9]([F:12])([F:11])[F:10])[CH:8]=1, predict the reactants needed to synthesize it. The reactants are: [F:1][C:2]([F:36])([F:35])[C:3]1[CH:4]=[C:5]([C:13]([CH3:34])([CH3:33])[C:14]([N:16]([C:18]2[CH:19]=[N:20][C:21](Cl)=[CH:22][C:23]=2[C:24]2[CH:29]=[CH:28][C:27]([F:30])=[CH:26][C:25]=2[CH3:31])[CH3:17])=[O:15])[CH:6]=[C:7]([C:9]([F:12])([F:11])[F:10])[CH:8]=1.[CH2:37]1[NH:42][C@@H:41]([CH2:43][OH:44])[CH2:40][N:39]2C[CH2:46][CH2:47][CH2:48][C@H:38]12.C1(P(C2CCCCC2)C2C=CC=CC=2C2C=CC=CC=2N(C)C)CCCCC1.C(=O)([O-])[O-].[Cs+].[Cs+].